From a dataset of Forward reaction prediction with 1.9M reactions from USPTO patents (1976-2016). Predict the product of the given reaction. (1) Given the reactants [CH:1]12[CH2:7][CH:4]([CH2:5][CH2:6]1)[CH2:3][CH:2]2[C:8]1[NH:12][C:11]2[C:13]([O:20][CH3:21])=[CH:14][CH:15]=[C:16]([C:17](O)=[O:18])[C:10]=2[N:9]=1.[NH2:22][CH2:23][CH:24]1[CH2:29][CH2:28][CH2:27][N:26]([C:30]([O:32][C:33]([CH3:36])([CH3:35])[CH3:34])=[O:31])[CH2:25]1, predict the reaction product. The product is: [CH:1]12[CH2:7][CH:4]([CH2:5][CH2:6]1)[CH2:3][CH:2]2[C:8]1[NH:12][C:11]2[C:13]([O:20][CH3:21])=[CH:14][CH:15]=[C:16]([C:17]([NH:22][CH2:23][CH:24]3[CH2:29][CH2:28][CH2:27][N:26]([C:30]([O:32][C:33]([CH3:36])([CH3:35])[CH3:34])=[O:31])[CH2:25]3)=[O:18])[C:10]=2[N:9]=1. (2) Given the reactants Cl[C:2]1[N:3]=[C:4]([NH:23][CH2:24][CH:25]2[CH2:30][CH2:29][N:28](C(OC(C)(C)C)=O)[CH2:27][CH2:26]2)[C:5]2[C:10]([C:11]#[N:12])=[CH:9][N:8](S(C3C=CC(C)=CC=3)(=O)=O)[C:6]=2[N:7]=1.[NH2:38][C:39]1[CH:44]=[CH:43][C:42]([N:45]2[CH2:50][CH2:49][N:48]([C:51](=[O:53])[CH3:52])[CH2:47][CH2:46]2)=[CH:41][CH:40]=1.C[Si](Cl)(C)C, predict the reaction product. The product is: [C:51]([N:48]1[CH2:47][CH2:46][N:45]([C:42]2[CH:43]=[CH:44][C:39]([NH:38][C:2]3[N:3]=[C:4]([NH:23][CH2:24][CH:25]4[CH2:26][CH2:27][NH:28][CH2:29][CH2:30]4)[C:5]4[C:10]([C:11]#[N:12])=[CH:9][NH:8][C:6]=4[N:7]=3)=[CH:40][CH:41]=2)[CH2:50][CH2:49]1)(=[O:53])[CH3:52]. (3) Given the reactants [Cl:1][C:2]1[CH:11]=[CH:10][CH:9]=[C:8]2[C:3]=1[CH2:4][CH2:5][CH2:6][O:7]2.[I:12]I, predict the reaction product. The product is: [Cl:1][C:2]1[CH:11]=[CH:10][CH:9]=[C:8]2[C:3]=1[CH:4]([I:12])[CH2:5][CH2:6][O:7]2. (4) Given the reactants Cl.[CH3:2][C@@H:3]1[CH2:7][CH2:6][CH2:5][NH:4]1.[CH2:8]=O.[CH3:10][C:11]1[CH:12]=[N:13][C:14]2[C:19]([N:20]=1)=[CH:18][C:17]([C:21]1[CH:28]=[CH:27][C:24]([C:25]#[N:26])=[CH:23][CH:22]=1)=[CH:16][CH:15]=2, predict the reaction product. The product is: [CH3:2][C@@H:3]1[CH2:7][CH2:6][CH2:5][N:4]1[CH2:8][CH2:10][C:11]1[CH:12]=[N:13][C:14]2[C:19]([N:20]=1)=[CH:18][C:17]([C:21]1[CH:28]=[CH:27][C:24]([C:25]#[N:26])=[CH:23][CH:22]=1)=[CH:16][CH:15]=2. (5) Given the reactants [Cl:1][C:2]1[C:3]([CH:23]([S:32]([C:35]2[CH:40]=[CH:39][C:38]([Cl:41])=[CH:37][CH:36]=2)(=[O:34])=[O:33])[C:24]2[CH:29]=[C:28]([F:30])[CH:27]=[CH:26][C:25]=2[F:31])=[CH:4][C:5]([N:8](S(C(F)(F)F)(=O)=O)[S:9]([C:12]([F:15])([F:14])[F:13])(=[O:11])=[O:10])=[N:6][CH:7]=1.O.[OH-].[Li+].[Cl-].[NH4+].FC(F)(F)C(O)=O, predict the reaction product. The product is: [Cl:1][C:2]1[C:3]([CH:23]([S:32]([C:35]2[CH:40]=[CH:39][C:38]([Cl:41])=[CH:37][CH:36]=2)(=[O:33])=[O:34])[C:24]2[CH:29]=[C:28]([F:30])[CH:27]=[CH:26][C:25]=2[F:31])=[CH:4][C:5]([NH:8][S:9]([C:12]([F:13])([F:14])[F:15])(=[O:11])=[O:10])=[N:6][CH:7]=1. (6) Given the reactants [NH2:1][CH:2]1[CH2:7][CH2:6][N:5]([CH2:8][CH2:9][N:10]2[C:19]3[C:14](=[CH:15][CH:16]=[C:17]([O:20][CH3:21])[CH:18]=3)[N:13]=[CH:12][C:11]2=[O:22])[CH2:4][CH2:3]1.[O:23]1[C:32]2[CH:31]=[C:30]([CH:33]=O)[N:29]=[CH:28][C:27]=2[O:26][CH2:25][CH2:24]1.C(O[BH-](OC(=O)C)OC(=O)C)(=O)C.[Na+].C(=O)([O-])O.[Na+], predict the reaction product. The product is: [O:23]1[C:32]2[CH:31]=[C:30]([CH2:33][NH:1][CH:2]3[CH2:3][CH2:4][N:5]([CH2:8][CH2:9][N:10]4[C:19]5[C:14](=[CH:15][CH:16]=[C:17]([O:20][CH3:21])[CH:18]=5)[N:13]=[CH:12][C:11]4=[O:22])[CH2:6][CH2:7]3)[N:29]=[CH:28][C:27]=2[O:26][CH2:25][CH2:24]1.